From a dataset of Full USPTO retrosynthesis dataset with 1.9M reactions from patents (1976-2016). Predict the reactants needed to synthesize the given product. (1) Given the product [O:11]=[C:12]1[C:20]2[C:15](=[CH:16][CH:17]=[CH:18][CH:19]=2)[C:14](=[O:21])[N:13]1[CH2:22][CH:23]=[N:2][OH:3], predict the reactants needed to synthesize it. The reactants are: Cl.[NH2:2][OH:3].C(N(CC)CC)C.[O:11]=[C:12]1[C:20]2[C:15](=[CH:16][CH:17]=[CH:18][CH:19]=2)[C:14](=[O:21])[N:13]1[CH2:22][CH:23]=O.[Cl-].[NH4+]. (2) Given the product [P:14]([O-:19])([O-:17])([O-:15])=[O:13].[CH2:10]([N+:3]([CH2:1][CH3:2])([CH2:4][CH2:5][CH2:6][CH2:7][CH2:8][CH3:9])[CH3:12])[CH3:11].[CH2:10]([N+:3]([CH3:12])([CH2:4][CH2:5][CH2:6][CH2:7][CH2:8][CH3:9])[CH2:1][CH3:2])[CH3:11].[CH2:10]([N+:3]([CH3:12])([CH2:4][CH2:5][CH2:6][CH2:7][CH2:8][CH3:9])[CH2:1][CH3:2])[CH3:11], predict the reactants needed to synthesize it. The reactants are: [CH2:1]([N:3]([CH2:10][CH3:11])[CH2:4][CH2:5][CH2:6][CH2:7][CH2:8][CH3:9])[CH3:2].[CH3:12][O:13][P:14](=[O:19])([O:17]C)[O:15]C. (3) Given the product [Br:44][C:15]1[CH:16]=[CH:17][C:12]([O:11][CH2:10][CH2:9][N:6]2[CH2:7][CH2:8][O:3][CH2:4][CH2:5]2)=[CH:13][CH:14]=1, predict the reactants needed to synthesize it. The reactants are: Cl.Cl.[O:3]1[CH2:8][CH2:7][N:6]([CH2:9][CH2:10][O:11][C:12]2[CH:17]=[CH:16][C:15](C3C=CC(CC(NCC4C=CC=CC=4)=O)=NC=3)=[CH:14][CH:13]=2)[CH2:5][CH2:4]1.ClCCN1CCOCC1.[Br:44]C1C=CC(O)=CC=1. (4) Given the product [C:21]1([C:27]([C:43]2[CH:48]=[CH:47][CH:46]=[CH:45][CH:44]=2)([C:37]2[CH:38]=[CH:39][CH:40]=[CH:41][CH:42]=2)[O:28][CH2:29][CH:30]([OH:36])[CH2:31][C:32](=[O:33])[CH2:14][C:13]([O:16][C:17]([CH3:20])([CH3:19])[CH3:18])=[O:15])[CH:22]=[CH:23][CH:24]=[CH:25][CH:26]=1, predict the reactants needed to synthesize it. The reactants are: C(NC(C)C)(C)C.[Li]CCCC.[C:13]([O:16][C:17]([CH3:20])([CH3:19])[CH3:18])(=[O:15])[CH3:14].[C:21]1([C:27]([C:43]2[CH:48]=[CH:47][CH:46]=[CH:45][CH:44]=2)([C:37]2[CH:42]=[CH:41][CH:40]=[CH:39][CH:38]=2)[O:28][CH2:29][CH:30]([OH:36])[CH2:31][C:32](OC)=[O:33])[CH:26]=[CH:25][CH:24]=[CH:23][CH:22]=1. (5) Given the product [CH:42]1[CH:41]=[N+:40]([C@@H:38]2[O:39][C@H:35]([CH2:34][O:33][P:30]([O:29][P:26]([O:25][CH2:24][C@H:22]3[O:23][C@@H:19]([N:16]4[C:14]5[N:15]=[CH:10][N:11]=[C:12]([NH2:53])[C:13]=5[N:18]=[CH:17]4)[C@H:20]([OH:52])[C@@H:21]3[OH:51])([OH:28])=[O:27])([O-:32])=[O:31])[C@@H:36]([OH:50])[C@H:37]2[OH:49])[CH:45]=[C:44]([C:46]([NH2:48])=[O:47])[CH:43]=1.[C:3]([O-:5])(=[O:4])[C@H:1]([CH2:6][C:7]([O-:9])=[O:8])[OH:2].[P:30]([O:9][CH2:7][C@H:6]1[O:23][C@@H:19]([N:16]2[C:14]3[N:15]=[CH:10][N:11]=[C:12]([NH2:53])[C:13]=3[N:18]=[CH:17]2)[C@H:3]([OH:5])[C@@H:1]1[OH:2])([O:29][P:26]([OH:28])([OH:27])=[O:25])(=[O:31])[OH:32], predict the reactants needed to synthesize it. The reactants are: [C:1]([CH2:6][C:7]([O-:9])=[O:8])([C:3]([OH:5])=[O:4])=[O:2].[CH:10]1[N:11]=[C:12]([NH2:53])[C:13]2[N:18]=[CH:17][N:16]([C@@H:19]3[O:23][C@H:22]([CH2:24][O:25][P:26]([O:29][P:30]([O:33][CH2:34][C@H:35]4[O:39][C@@H:38]([N:40]5[CH:45]=[C:44]([C:46]([NH2:48])=[O:47])[CH2:43][CH:42]=[CH:41]5)[C@H:37]([OH:49])[C@@H:36]4[OH:50])([OH:32])=[O:31])([OH:28])=[O:27])[C@@H:21]([OH:51])[C@H:20]3[OH:52])[C:14]=2[N:15]=1. (6) Given the product [C:19]([C:18]1[NH:28][C:9]([C:11]2[CH:16]=[CH:15][CH:14]=[CH:13][CH:12]=2)=[C:8]([C:6]2[CH:7]=[CH:2][NH:3][C:24](=[O:27])[CH:25]=2)[CH:17]=1)([CH3:22])([CH3:21])[CH3:20], predict the reactants needed to synthesize it. The reactants are: F[C:2]1[CH:7]=[C:6]([CH:8]([CH2:17][C:18](=O)[C:19]([CH3:22])([CH3:21])[CH3:20])[C:9]([C:11]2[CH:16]=[CH:15][CH:14]=[CH:13][CH:12]=2)=O)C=C[N:3]=1.[C:24]([O-:27])(=O)[CH3:25].[NH4+:28].CCOC(C)=O. (7) Given the product [NH2:1][C:2]1[N:3]=[CH:4][C:5]([C:29]2[S:30][C:26]([CH2:25][N:19]3[CH2:20][CH2:21][O:22][CH2:23][CH2:24]3)=[CH:27][CH:28]=2)=[CH:6][C:7]=1[C:8]([NH:10][C:11]1[CH:16]=[CH:15][N:14]=[CH:13][C:12]=1[Cl:17])=[O:9], predict the reactants needed to synthesize it. The reactants are: [NH2:1][C:2]1[C:7]([C:8]([NH:10][C:11]2[CH:16]=[CH:15][N:14]=[CH:13][C:12]=2[Cl:17])=[O:9])=[CH:6][C:5](Br)=[CH:4][N:3]=1.[N:19]1([CH2:25][C:26]2[S:30][C:29](B3OC(C)(C)C(C)(C)O3)=[CH:28][CH:27]=2)[CH2:24][CH2:23][O:22][CH2:21][CH2:20]1. (8) Given the product [C:1]([O:5][C:6](=[O:7])[NH:8][C@@H:9]([CH2:26][C:27]1[CH:32]=[CH:31][CH:30]=[CH:29][CH:28]=1)[C@@H:10]([OH:25])[C@H:11]([C:12](=[O:14])[NH:33][C@H:34]([C:35](=[O:36])[NH:37][CH2:38][C:39]1[CH:44]=[CH:43][C:42]([O:45][CH3:46])=[CH:41][C:40]=1[OH:47])[CH:48]([CH3:50])[CH3:49])[NH:15][CH2:16][C:17]1[CH:22]=[CH:21][CH:20]=[C:19]([O:23][CH3:24])[CH:18]=1)([CH3:2])([CH3:4])[CH3:3], predict the reactants needed to synthesize it. The reactants are: [C:1]([O:5][C:6]([NH:8][C@@H:9]([CH2:26][C:27]1[CH:32]=[CH:31][CH:30]=[CH:29][CH:28]=1)[C@@H:10]([OH:25])[C@@H:11]([NH:15][CH2:16][C:17]1[CH:22]=[CH:21][CH:20]=[C:19]([O:23][CH3:24])[CH:18]=1)[C:12]([OH:14])=O)=[O:7])([CH3:4])([CH3:3])[CH3:2].[NH2:33][C@@H:34]([CH:48]([CH3:50])[CH3:49])[C:35]([NH:37][CH2:38][C:39]1[CH:44]=[CH:43][C:42]([O:45][CH3:46])=[CH:41][C:40]=1[OH:47])=[O:36]. (9) Given the product [CH3:14][S:15]([O:1][CH:2]1[CH2:6][CH2:5][N:4]([C:7]([O:9][C:10]([CH3:13])([CH3:12])[CH3:11])=[O:8])[CH2:3]1)(=[O:17])=[O:16], predict the reactants needed to synthesize it. The reactants are: [OH:1][CH:2]1[CH2:6][CH2:5][N:4]([C:7]([O:9][C:10]([CH3:13])([CH3:12])[CH3:11])=[O:8])[CH2:3]1.[CH3:14][S:15](Cl)(=[O:17])=[O:16]. (10) The reactants are: Br[C:2]1[CH:7]=[CH:6][C:5]([CH2:8][C:9]([NH:11][C:12]2[CH:17]=[CH:16][C:15]([C:18]#[N:19])=[C:14]([C:20]([F:23])([F:22])[F:21])[CH:13]=2)=[O:10])=[CH:4][CH:3]=1.[B:24]1([B:24]2[O:28][C:27]([CH3:30])([CH3:29])[C:26]([CH3:32])([CH3:31])[O:25]2)[O:28][C:27]([CH3:30])([CH3:29])[C:26]([CH3:32])([CH3:31])[O:25]1.C1(P(C2CCCCC2)C2CCCCC2)CCCCC1.C([O-])(=O)C.[K+]. Given the product [C:18]([C:15]1[CH:16]=[CH:17][C:12]([NH:11][C:9](=[O:10])[CH2:8][C:5]2[CH:6]=[CH:7][C:2]([B:24]3[O:28][C:27]([CH3:30])([CH3:29])[C:26]([CH3:32])([CH3:31])[O:25]3)=[CH:3][CH:4]=2)=[CH:13][C:14]=1[C:20]([F:23])([F:22])[F:21])#[N:19], predict the reactants needed to synthesize it.